This data is from Full USPTO retrosynthesis dataset with 1.9M reactions from patents (1976-2016). The task is: Predict the reactants needed to synthesize the given product. (1) Given the product [C:21]([C:20]1[N:11]([CH2:10][C:7]2[CH:6]=[CH:5][C:4]([C:3]([OH:32])=[O:2])=[CH:9][CH:8]=2)[C:12](=[O:31])[C:13]2[C:18]([C:19]=1[C:24]1[CH:25]=[CH:26][CH:27]=[CH:28][CH:29]=1)=[CH:17][C:16]([Cl:30])=[CH:15][CH:14]=2)(=[O:23])[CH3:22], predict the reactants needed to synthesize it. The reactants are: C[O:2][C:3](=[O:32])[C:4]1[CH:9]=[CH:8][C:7]([CH2:10][N:11]2[C:20]([C:21](=[O:23])[CH3:22])=[C:19]([C:24]3[CH:29]=[CH:28][CH:27]=[CH:26][CH:25]=3)[C:18]3[C:13](=[CH:14][CH:15]=[C:16]([Cl:30])[CH:17]=3)[C:12]2=[O:31])=[CH:6][CH:5]=1.CO.[OH-].[Na+]. (2) Given the product [O:5]=[C:6]1[C@@H:12]([NH:13][C:14](=[O:38])[C:15](=[O:37])[C@@H:16]([NH:20][C:21]([C:23]2([NH:29][C:30]([N:32]3[CH2:33][CH2:34][CH2:35][CH2:36]3)=[O:31])[CH2:28][CH2:27][CH2:26][CH2:25][CH2:24]2)=[O:22])[CH:17]([CH3:18])[CH3:19])[CH2:11][CH2:10][CH2:9][CH2:8][NH:7]1, predict the reactants needed to synthesize it. The reactants are: CS(C)=O.[O:5]=[C:6]1[C@@H:12]([NH:13][C:14](=[O:38])[C@H:15]([OH:37])[C@@H:16]([NH:20][C:21]([C:23]2([NH:29][C:30]([N:32]3[CH2:36][CH2:35][CH2:34][CH2:33]3)=[O:31])[CH2:28][CH2:27][CH2:26][CH2:25][CH2:24]2)=[O:22])[CH:17]([CH3:19])[CH3:18])[CH2:11][CH2:10][CH2:9][CH2:8][NH:7]1.I(C1C=CC=CC=1C(O)=O)(=O)=O.S([O-])([O-])(=O)=S.[Na+].[Na+]. (3) Given the product [Cl:1][C:2]1[CH:3]=[C:4]([CH2:12][CH2:13][C:14]2([CH:22]3[CH2:26][CH2:25][CH2:24][CH2:23]3)[O:19][C:18](=[O:20])[C:17]([CH2:38][C:36]3[N:37]=[C:30]4[N:29]=[C:28]([CH3:27])[CH:33]=[C:32]([CH3:34])[N:31]4[N:35]=3)=[C:16]([OH:21])[CH2:15]2)[CH:5]=[CH:6][C:7]=1[O:8][CH:9]([CH3:10])[CH3:11], predict the reactants needed to synthesize it. The reactants are: [Cl:1][C:2]1[CH:3]=[C:4]([CH2:12][CH2:13][C:14]2([CH:22]3[CH2:26][CH2:25][CH2:24][CH2:23]3)[O:19][C:18](=[O:20])[CH2:17][C:16](=[O:21])[CH2:15]2)[CH:5]=[CH:6][C:7]=1[O:8][CH:9]([CH3:11])[CH3:10].[CH3:27][C:28]1[CH:33]=[C:32]([CH3:34])[N:31]2[N:35]=[C:36]([CH:38]=O)[N:37]=[C:30]2[N:29]=1.N(C)C.Cl. (4) Given the product [CH2:24]([O:20][C:2]1[CH:3]=[C:4]([C:12]([C:8]2([C:5]3[CH:6]=[CH:7][C:2]([Cl:1])=[CH:3][CH:4]=3)[CH2:11][CH2:10][CH2:9]2)=[O:19])[CH:5]=[CH:6][CH:7]=1)[C:23]1[CH:11]=[CH:8][CH:9]=[CH:21][CH:22]=1, predict the reactants needed to synthesize it. The reactants are: [Cl:1][C:2]1[CH:7]=[CH:6][C:5]([C:8]2([C:12]#N)[CH2:11][CH2:10][CH2:9]2)=[CH:4][CH:3]=1.[Br-].[Mg+2].[Br-].[Cl-].[NH4+].[OH2:19].[O:20]1[CH2:24][CH2:23][CH2:22][CH2:21]1.